From a dataset of Reaction yield outcomes from USPTO patents with 853,638 reactions. Predict the reaction yield, written as a fraction of the theoretical maximum amount of product (1.0 means a 100% yield; for example, 0.34 means a 34% yield). The reactants are CO[C:3]([C:5]1[C:6](=[O:18])[N:7]([CH3:17])[C:8]2[C:13]([C:14]=1[OH:15])=[C:12]([Cl:16])[CH:11]=[CH:10][CH:9]=2)=[O:4].[CH2:19]([NH:21][C:22]1[CH:27]=[CH:26][CH:25]=[CH:24][CH:23]=1)[CH3:20].CCCCCCC. The catalyst is CO. The product is [CH2:19]([N:21]([C:22]1[CH:27]=[CH:26][CH:25]=[CH:24][CH:23]=1)[C:3]([C:5]1[C:6](=[O:18])[N:7]([CH3:17])[C:8]2[C:13]([C:14]=1[OH:15])=[C:12]([Cl:16])[CH:11]=[CH:10][CH:9]=2)=[O:4])[CH3:20]. The yield is 0.980.